Dataset: Full USPTO retrosynthesis dataset with 1.9M reactions from patents (1976-2016). Task: Predict the reactants needed to synthesize the given product. (1) Given the product [CH:31]([C:19]1[CH:18]=[CH:17][CH:16]=[C:5]2[C:4]=1[O:3][C:2](=[O:1])[CH:7]=[CH:6]2)=[O:32].[CH:31]([C:17]1[CH:16]=[C:5]2[C:4](=[CH:19][CH:18]=1)[O:3][C:2](=[O:1])[CH:7]=[CH:6]2)=[O:32], predict the reactants needed to synthesize it. The reactants are: [O:1]=[C:2]1[C:7](CC2C=CC=CC=2)=[C:6](C)[C:5]2[CH:16]=[CH:17][C:18](O)=[CH:19][C:4]=2[O:3]1.C1N2CN3CN(C2)CN1C3.[C:31](O)(C(F)(F)F)=[O:32]. (2) Given the product [N:21]1([C:26]2[CH:31]=[CH:30][CH:29]=[CH:28][C:27]=2[C:32]#[N:33])[CH:25]=[N:24][CH:23]=[N:22]1.[N:10]1[N:11]=[CH:12][N:13]([C:2]2[CH:7]=[CH:6][CH:5]=[CH:4][C:3]=2[C:8]#[N:9])[CH:14]=1, predict the reactants needed to synthesize it. The reactants are: F[C:2]1[CH:7]=[CH:6][CH:5]=[CH:4][C:3]=1[C:8]#[N:9].[NH:10]1[CH:14]=[N:13][CH:12]=[N:11]1.C(=O)([O-])[O-].[Cs+].[Cs+].[N:21]1([C:26]2[CH:31]=[CH:30][CH:29]=[CH:28][C:27]=2[C:32]#[N:33])[CH:25]=[N:24][CH:23]=[N:22]1. (3) Given the product [CH2:27]([O:26][C:25]([NH:24][C@H:21]1[CH2:22][CH2:23][N:18]([C:15]2[O:17][CH:2]=[C:3]([C:4]([O:6][CH2:7][CH3:8])=[O:5])[N:16]=2)[CH2:19][C@H:20]1[O:35][CH3:36])=[O:34])[C:28]1[CH:33]=[CH:32][CH:31]=[CH:30][CH:29]=1, predict the reactants needed to synthesize it. The reactants are: Br[CH2:2][C:3](=O)[C:4]([O:6][CH2:7][CH3:8])=[O:5].C(=O)(O)[O-].[Na+].[C:15]([N:18]1[CH2:23][CH2:22][C@H:21]([NH:24][C:25](=[O:34])[O:26][CH2:27][C:28]2[CH:33]=[CH:32][CH:31]=[CH:30][CH:29]=2)[C@H:20]([O:35][CH3:36])[CH2:19]1)(=[O:17])[NH2:16]. (4) Given the product [Br:10][C:11]1[CH:16]=[CH:15][C:14]([CH2:17][CH:18]2[C:4]3[CH:3]=[C:2]([C:6]([O:8][CH3:9])=[O:7])[NH:1][C:5]=3[CH2:23][CH2:22]2)=[CH:13][CH:12]=1.[Br:10][C:11]1[CH:16]=[CH:15][C:14]([CH2:17][C:18]([C:4]2[CH:3]=[C:2]([C:6]([O:8][CH3:9])=[O:7])[NH:1][CH:5]=2)=[O:19])=[CH:13][CH:12]=1, predict the reactants needed to synthesize it. The reactants are: [NH:1]1[CH:5]=[CH:4][CH:3]=[C:2]1[C:6]([O:8][CH3:9])=[O:7].[Br:10][C:11]1[CH:16]=[CH:15][C:14]([CH2:17][C:18](O)=[O:19])=[CH:13][CH:12]=1.Cl[CH2:22][CH2:23]Cl. (5) Given the product [N:9]1([C:11]([O:13][C:14]([CH3:17])([CH3:16])[CH3:15])=[O:12])[CH2:10][CH:6]=[CH:7][C@H:8]1[C:18]([O:20][CH3:21])=[O:19], predict the reactants needed to synthesize it. The reactants are: CS(O[C@H:6]1[CH2:10][N:9]([C:11]([O:13][C:14]([CH3:17])([CH3:16])[CH3:15])=[O:12])[C@H:8]([C:18]([O:20][CH3:21])=[O:19])[CH2:7]1)(=O)=O.C1CCN2C(=NCCC2)CC1. (6) Given the product [CH2:52]([N:29]([CH2:27][CH3:28])[C:30](=[O:51])[C:31]1[CH:32]=[CH:33][C:34]([N:37]([CH2:44][C:45]2[CH:46]=[CH:47][CH:48]=[CH:49][CH:50]=2)[CH:38]2[CH2:43][CH2:42][N:41]([CH2:6][CH2:5][CH2:4][N:3]([CH3:25])[CH3:1])[CH2:40][CH2:39]2)=[CH:35][CH:36]=1)[CH3:53], predict the reactants needed to synthesize it. The reactants are: [CH2:1]([N:3]([CH2:25]C)[C:4](=O)[C:5]1C=CC(N(C2C=CC=CC=2)C2CCNCC2)=C[CH:6]=1)C.[CH2:27]([N:29]([CH2:52][CH3:53])[C:30](=[O:51])[C:31]1[CH:36]=[CH:35][C:34]([N:37]([CH2:44][C:45]2[CH:50]=[CH:49][CH:48]=[CH:47][CH:46]=2)[CH:38]2[CH2:43][CH2:42][NH:41][CH2:40][CH2:39]2)=[CH:33][CH:32]=1)[CH3:28].Cl.CN(C)CCCCl.[I-].[Na+].C(N(CC)CC)C. (7) The reactants are: [F:1][C:2]1[CH:3]=[C:4]([C:37]2[C:38]([C:43]#[N:44])=[CH:39][CH:40]=[CH:41][CH:42]=2)[CH:5]=[CH:6][C:7]=1[CH2:8][C:9]1[C:10](=[O:36])[N:11]([C@H:21]2[CH2:26][CH2:25][C@H:24]([O:27][CH2:28][C:29]3([CH:33]([OH:35])[CH3:34])[CH2:32][CH2:31][CH2:30]3)[CH2:23][CH2:22]2)[C:12]2[N:13]([N:18]=[CH:19][N:20]=2)[C:14]=1[CH2:15][CH2:16][CH3:17].CC(OI1(OC(C)=O)(OC(C)=O)OC(=O)C2C1=CC=CC=2)=O.C(=O)([O-])O.[Na+].S([O-])([O-])(=O)=S.[Na+].[Na+]. Given the product [C:33]([C:29]1([CH2:28][O:27][C@H:24]2[CH2:23][CH2:22][C@H:21]([N:11]3[C:10](=[O:36])[C:9]([CH2:8][C:7]4[CH:6]=[CH:5][C:4]([C:37]5[C:38]([C:43]#[N:44])=[CH:39][CH:40]=[CH:41][CH:42]=5)=[CH:3][C:2]=4[F:1])=[C:14]([CH2:15][CH2:16][CH3:17])[N:13]4[N:18]=[CH:19][N:20]=[C:12]34)[CH2:26][CH2:25]2)[CH2:32][CH2:31][CH2:30]1)(=[O:35])[CH3:34], predict the reactants needed to synthesize it. (8) Given the product [Cl:1][C:2]1[CH:3]=[C:4]([NH:9][C:10]2[N:15]=[C:14]([N:16]3[CH:20]=[CH:19][C:18]([C:21]([F:22])([F:24])[F:23])=[N:17]3)[C:13]([C:25]3[CH:26]=[C:27]([S:31]([CH2:34][C:35]([OH:37])=[O:36])(=[O:33])=[O:32])[CH:28]=[CH:29][CH:30]=3)=[CH:12][N:11]=2)[CH:5]=[CH:6][C:7]=1[F:8], predict the reactants needed to synthesize it. The reactants are: [Cl:1][C:2]1[CH:3]=[C:4]([NH:9][C:10]2[N:15]=[C:14]([N:16]3[CH:20]=[CH:19][C:18]([C:21]([F:24])([F:23])[F:22])=[N:17]3)[C:13]([C:25]3[CH:26]=[C:27]([S:31]([CH2:34][C:35]([O:37]C(C)(C)C)=[O:36])(=[O:33])=[O:32])[CH:28]=[CH:29][CH:30]=3)=[CH:12][N:11]=2)[CH:5]=[CH:6][C:7]=1[F:8].FC(F)(F)C(O)=O. (9) The reactants are: [Br:1][C:2]1[CH:8]=[CH:7][C:5]([NH2:6])=[C:4]([CH3:9])[CH:3]=1.C(=O)([O-])O.[Na+].[C:15](Cl)(Cl)=[S:16]. Given the product [Br:1][C:2]1[CH:8]=[CH:7][C:5]([N:6]=[C:15]=[S:16])=[C:4]([CH3:9])[CH:3]=1, predict the reactants needed to synthesize it.